Dataset: NCI-60 drug combinations with 297,098 pairs across 59 cell lines. Task: Regression. Given two drug SMILES strings and cell line genomic features, predict the synergy score measuring deviation from expected non-interaction effect. (1) Drug 1: C1=CC=C(C=C1)NC(=O)CCCCCCC(=O)NO. Drug 2: C1CC(C1)(C2=CC=C(C=C2)C3=C(C=C4C(=N3)C=CN5C4=NNC5=O)C6=CC=CC=C6)N. Cell line: NCI-H460. Synergy scores: CSS=57.9, Synergy_ZIP=-2.41, Synergy_Bliss=-1.20, Synergy_Loewe=-1.63, Synergy_HSA=3.68. (2) Drug 1: C1CC(C1)(C(=O)O)C(=O)O.[NH2-].[NH2-].[Pt+2]. Drug 2: CCC1=C2CN3C(=CC4=C(C3=O)COC(=O)C4(CC)O)C2=NC5=C1C=C(C=C5)O. Cell line: MOLT-4. Synergy scores: CSS=76.2, Synergy_ZIP=4.81, Synergy_Bliss=6.10, Synergy_Loewe=-2.10, Synergy_HSA=5.75. (3) Drug 1: C1=CC=C(C(=C1)C(C2=CC=C(C=C2)Cl)C(Cl)Cl)Cl. Drug 2: CC(C)(C#N)C1=CC(=CC(=C1)CN2C=NC=N2)C(C)(C)C#N. Cell line: SF-539. Synergy scores: CSS=3.42, Synergy_ZIP=2.13, Synergy_Bliss=2.44, Synergy_Loewe=-2.86, Synergy_HSA=-2.82.